This data is from Full USPTO retrosynthesis dataset with 1.9M reactions from patents (1976-2016). The task is: Predict the reactants needed to synthesize the given product. (1) Given the product [CH:24]([OH:51])=[O:23].[NH2:2][C:3]1[N:8]=[CH:7][N:6]=[C:5]2[N:9]([CH:20]([C:22]3[O:23][C:24](=[O:51])[C:25]4[C:30]([C:31]=3[C:32]3[CH2:33][CH2:34][N:35]([C:38]([CH:40]5[CH2:41][NH:42][CH2:43]5)=[O:39])[CH2:36][CH:37]=3)=[CH:29][CH:28]=[CH:27][CH:26]=4)[CH3:21])[N:10]=[C:11]([C:12]3[CH:17]=[C:16]([OH:18])[CH:15]=[C:14]([F:19])[CH:13]=3)[C:4]=12, predict the reactants needed to synthesize it. The reactants are: Cl.[NH2:2][C:3]1[N:8]=[CH:7][N:6]=[C:5]2[N:9]([CH:20]([C:22]3[O:23][C:24](=[O:51])[C:25]4[C:30]([C:31]=3[C:32]3[CH2:33][CH2:34][N:35]([C:38]([CH:40]5[CH2:43][N:42](C(OC(C)(C)C)=O)[CH2:41]5)=[O:39])[CH2:36][CH:37]=3)=[CH:29][CH:28]=[CH:27][CH:26]=4)[CH3:21])[N:10]=[C:11]([C:12]3[CH:17]=[C:16]([OH:18])[CH:15]=[C:14]([F:19])[CH:13]=3)[C:4]=12.O.CC#N.C(O)=O. (2) Given the product [CH2:19]([C:2]1[S:3][CH:4]=[C:5]([Br:7])[N:6]=1)[C:20]1[CH:25]=[CH:24][CH:23]=[CH:22][CH:21]=1, predict the reactants needed to synthesize it. The reactants are: Br[C:2]1[S:3][CH:4]=[C:5]([Br:7])[N:6]=1.O1CCCC1.O1CCCC1.[Br-].[CH2:19]([Zn+])[C:20]1[CH:25]=[CH:24][CH:23]=[CH:22][CH:21]=1. (3) Given the product [C:23]([C:20]1[CH:19]=[CH:18][C:17]([N:11]2[C:12](=[O:16])[C:13]([CH3:15])([CH3:14])[N:9]([CH2:8][C:6]3[CH:5]=[CH:4][N:3]=[C:2]([NH:1][C:35]4[CH:36]=[N:37][CH:38]=[C:39]([CH2:41][N:42]5[CH2:43][CH2:44][CH2:45][CH2:46]5)[CH:40]=4)[CH:7]=3)[C:10]2=[O:27])=[CH:22][CH:21]=1)([CH3:26])([CH3:25])[CH3:24], predict the reactants needed to synthesize it. The reactants are: [NH2:1][C:2]1[CH:7]=[C:6]([CH2:8][N:9]2[C:13]([CH3:15])([CH3:14])[C:12](=[O:16])[N:11]([C:17]3[CH:22]=[CH:21][C:20]([C:23]([CH3:26])([CH3:25])[CH3:24])=[CH:19][CH:18]=3)[C:10]2=[O:27])[CH:5]=[CH:4][N:3]=1.C(=O)([O-])[O-].[Cs+].[Cs+].Br[C:35]1[CH:36]=[N:37][CH:38]=[C:39]([CH2:41][N:42]2[CH2:46][CH2:45][CH2:44][CH2:43]2)[CH:40]=1. (4) Given the product [Cl:1][C:2]1[CH:3]=[C:4]2[C:9](=[C:10]([CH3:12])[N:11]=1)[NH:8][CH:7]=[C:6]([C:13]([OH:15])=[O:14])[C:5]2=[O:18], predict the reactants needed to synthesize it. The reactants are: [Cl:1][C:2]1[CH:3]=[C:4]2[C:9](=[C:10]([CH3:12])[N:11]=1)[NH:8][CH:7]=[C:6]([C:13]([O:15]CC)=[O:14])[C:5]2=[O:18]. (5) Given the product [Br:23][C:22]1[C:18]([Br:17])=[N:19][N:20]([CH3:25])[C:21]=1[C:13]1[N:8]2[N:9]=[C:10]([CH3:12])[CH:11]=[C:6]([CH:3]([CH2:4][CH3:5])[CH2:1][CH3:2])[C:7]2=[N:15][C:14]=1[CH3:16], predict the reactants needed to synthesize it. The reactants are: [CH2:1]([CH:3]([C:6]1[C:7]2[N:8]([CH:13]=[C:14]([CH3:16])[N:15]=2)[N:9]=[C:10]([CH3:12])[CH:11]=1)[CH2:4][CH3:5])[CH3:2].[Br:17][C:18]1[C:22]([Br:23])=[C:21](Br)[N:20]([CH3:25])[N:19]=1.C(=O)([O-])[O-].[Cs+].[Cs+].